From a dataset of Reaction yield outcomes from USPTO patents with 853,638 reactions. Predict the reaction yield, written as a fraction of the theoretical maximum amount of product (1.0 means a 100% yield; for example, 0.34 means a 34% yield). (1) The reactants are [C:1]([Si:5]([CH3:13])([CH3:12])[O:6][CH2:7][CH2:8][CH:9]1[CH2:11][O:10]1)([CH3:4])([CH3:3])[CH3:2].[N-:14]=[N+:15]=[N-:16].[Na+].[NH4+].[Cl-]. The catalyst is CO. The product is [N:14]([CH2:11][CH:9]([OH:10])[CH2:8][CH2:7][O:6][Si:5]([C:1]([CH3:4])([CH3:3])[CH3:2])([CH3:13])[CH3:12])=[N+:15]=[N-:16]. The yield is 0.810. (2) The reactants are [NH2:1][C:2]1[N:7]=[CH:6][N:5]=[C:4]2[N:8]([CH2:25][C@H:26]3[CH2:30][CH2:29][CH2:28][N:27]3[C:31](=[O:35])[CH2:32][C:33]#[N:34])[N:9]=[C:10]([C:11]3[CH:16]=[CH:15][C:14]([O:17][C:18]4[CH:23]=[CH:22][CH:21]=[CH:20][CH:19]=4)=[CH:13][C:12]=3[F:24])[C:3]=12.C(Cl)Cl.N1CCCCC1.[CH:45]([C:47]1([NH:50][C:51](=[O:57])[O:52][C:53]([CH3:56])([CH3:55])[CH3:54])[CH2:49][CH2:48]1)=O. The catalyst is CO. The product is [NH2:1][C:2]1[N:7]=[CH:6][N:5]=[C:4]2[N:8]([CH2:25][C@H:26]3[CH2:30][CH2:29][CH2:28][N:27]3[C:31](=[O:35])[C:32]([C:33]#[N:34])=[CH:45][C:47]3([NH:50][C:51](=[O:57])[O:52][C:53]([CH3:56])([CH3:55])[CH3:54])[CH2:48][CH2:49]3)[N:9]=[C:10]([C:11]3[CH:16]=[CH:15][C:14]([O:17][C:18]4[CH:19]=[CH:20][CH:21]=[CH:22][CH:23]=4)=[CH:13][C:12]=3[F:24])[C:3]=12. The yield is 0.130.